From a dataset of Forward reaction prediction with 1.9M reactions from USPTO patents (1976-2016). Predict the product of the given reaction. (1) The product is: [CH3:1][N:2]([CH3:12])[S:3]([N:6]1[CH:10]=[C:9]([Sn:22]([CH2:23][CH2:24][CH2:25][CH3:26])([CH2:27][CH2:28][CH2:29][CH3:30])[CH2:18][CH2:19][CH2:20][CH3:21])[CH:8]=[N:7]1)(=[O:5])=[O:4]. Given the reactants [CH3:1][N:2]([CH3:12])[S:3]([N:6]1[CH:10]=[C:9](I)[CH:8]=[N:7]1)(=[O:5])=[O:4].C([Li])CCC.[CH2:18]([Sn:22](Cl)([CH2:27][CH2:28][CH2:29][CH3:30])[CH2:23][CH2:24][CH2:25][CH3:26])[CH2:19][CH2:20][CH3:21], predict the reaction product. (2) Given the reactants [NH2:1][C:2]1[C:3]([C:7]2[N:8]([CH2:19][CH3:20])[C:9]3[C:14]([C:15]([OH:17])=O)=[CH:13][N:12]=[CH:11][C:10]=3[N:18]=2)=[N:4][O:5][N:6]=1.[CH2:21]([O:28][C:29]([N:31]1[CH2:36][CH2:35][N:34]([CH2:37][CH2:38][NH2:39])[CH2:33][CH2:32]1)=[O:30])[C:22]1[CH:27]=[CH:26][CH:25]=[CH:24][CH:23]=1, predict the reaction product. The product is: [CH2:21]([O:28][C:29]([N:31]1[CH2:36][CH2:35][N:34]([CH2:37][CH2:38][NH:39][C:15]([C:14]2[C:9]3[N:8]([CH2:19][CH3:20])[C:7]([C:3]4[C:2]([NH2:1])=[N:6][O:5][N:4]=4)=[N:18][C:10]=3[CH:11]=[N:12][CH:13]=2)=[O:17])[CH2:33][CH2:32]1)=[O:30])[C:22]1[CH:27]=[CH:26][CH:25]=[CH:24][CH:23]=1.